Dataset: Full USPTO retrosynthesis dataset with 1.9M reactions from patents (1976-2016). Task: Predict the reactants needed to synthesize the given product. The reactants are: [NH2:1][C:2]1[CH:7]=[CH:6][C:5]([C:8]2([C:11]#[N:12])[CH2:10][CH2:9]2)=[CH:4][CH:3]=1.C1C(=O)N([Br:20])C(=O)C1. Given the product [NH2:1][C:2]1[CH:3]=[CH:4][C:5]([C:8]2([C:11]#[N:12])[CH2:9][CH2:10]2)=[CH:6][C:7]=1[Br:20], predict the reactants needed to synthesize it.